This data is from Forward reaction prediction with 1.9M reactions from USPTO patents (1976-2016). The task is: Predict the product of the given reaction. The product is: [CH3:1][C:2]1([CH3:17])[C:10]2[C:5](=[CH:6][C:7]([NH2:11])=[CH:8][CH:9]=2)[C:4]([CH3:15])([CH3:14])[N:3]1[CH3:16]. Given the reactants [CH3:1][C:2]1([CH3:17])[C:10]2[C:5](=[CH:6][C:7]([N+:11]([O-])=O)=[CH:8][CH:9]=2)[C:4]([CH3:15])([CH3:14])[N:3]1[CH3:16], predict the reaction product.